This data is from Full USPTO retrosynthesis dataset with 1.9M reactions from patents (1976-2016). The task is: Predict the reactants needed to synthesize the given product. Given the product [CH2:72]([O:74][C:75](=[O:78])/[CH:76]=[CH:77]/[C:31]1[CH:32]=[CH:33][C:28]([C:3]([CH2:4][CH3:5])([C:6]2[CH:11]=[CH:10][C:9](/[CH:12]=[CH:13]/[C:14]([O:23][CH2:24][O:25][CH3:26])([C:19]([F:22])([F:21])[F:20])[C:15]([F:18])([F:17])[F:16])=[C:8]([CH3:27])[CH:7]=2)[CH2:1][CH3:2])=[CH:29][C:30]=1[CH3:42])[CH3:73], predict the reactants needed to synthesize it. The reactants are: [CH2:1]([C:3]([C:28]1[CH:33]=[CH:32][C:31](OS(C(F)(F)F)(=O)=O)=[C:30]([CH3:42])[CH:29]=1)([C:6]1[CH:11]=[CH:10][C:9](/[CH:12]=[CH:13]/[C:14]([O:23][CH2:24][O:25][CH3:26])([C:19]([F:22])([F:21])[F:20])[C:15]([F:18])([F:17])[F:16])=[C:8]([CH3:27])[CH:7]=1)[CH2:4][CH3:5])[CH3:2].C1C=CC(P(C2C=CC=CC=2)CCCP(C2C=CC=CC=2)C2C=CC=CC=2)=CC=1.[CH2:72]([O:74][C:75](=[O:78])[CH:76]=[CH2:77])[CH3:73].CCN(CC)CC.